From a dataset of Full USPTO retrosynthesis dataset with 1.9M reactions from patents (1976-2016). Predict the reactants needed to synthesize the given product. (1) Given the product [CH3:1][CH:2]1[CH2:6][CH2:5][CH2:4][N:3]1[CH2:7][CH2:8][O:9][C:10]1[CH:15]=[CH:14][C:13]([C:16]2[O:17][CH:18]=[C:19]([CH2:21][CH2:22][N:24]3[CH2:29][CH2:28][CH2:27][CH2:26][CH2:25]3)[N:20]=2)=[CH:12][CH:11]=1, predict the reactants needed to synthesize it. The reactants are: [CH3:1][CH:2]1[CH2:6][CH2:5][CH2:4][N:3]1[CH2:7][CH2:8][O:9][C:10]1[CH:15]=[CH:14][C:13]([C:16]2[O:17][CH:18]=[C:19]([CH2:21][C:22]([N:24]3[CH2:29][CH2:28][CH2:27][CH2:26][CH2:25]3)=O)[N:20]=2)=[CH:12][CH:11]=1.B.O1CCCC1.[OH-].[Na+].[Cl-].[NH4+]. (2) Given the product [CH2:24]([NH:17][S:14]([C:5]1[C:6]([Cl:13])=[CH:7][CH:8]=[C:9]([N+:10]([O-:12])=[O:11])[C:4]=1[C:1](=[O:3])[CH3:2])(=[O:15])=[O:16])[C:25]1[CH:30]=[CH:29][CH:28]=[CH:27][CH:26]=1, predict the reactants needed to synthesize it. The reactants are: [C:1]([C:4]1[C:9]([N+:10]([O-:12])=[O:11])=[CH:8][CH:7]=[C:6]([Cl:13])[C:5]=1[S:14]([NH2:17])(=[O:16])=[O:15])(=[O:3])[CH3:2].C(=O)([O-])[O-].[K+].[K+].[CH2:24](Br)[C:25]1[CH:30]=[CH:29][CH:28]=[CH:27][CH:26]=1.Cl. (3) Given the product [N+:3]([C:6]1[N:7]=[C:8]2[N:13]([CH:14]=1)[CH2:12][CH:11]([O:15][CH2:17][C:18]1[CH:25]=[CH:24][C:21]([C:22]#[N:23])=[CH:20][CH:19]=1)[CH2:10][O:9]2)([O-:5])=[O:4], predict the reactants needed to synthesize it. The reactants are: [H-].[Na+].[N+:3]([C:6]1[N:7]=[C:8]2[N:13]([CH:14]=1)[CH2:12][CH:11]([OH:15])[CH2:10][O:9]2)([O-:5])=[O:4].Br[CH2:17][C:18]1[CH:25]=[CH:24][C:21]([C:22]#[N:23])=[CH:20][CH:19]=1.